From a dataset of Reaction yield outcomes from USPTO patents with 853,638 reactions. Predict the reaction yield, written as a fraction of the theoretical maximum amount of product (1.0 means a 100% yield; for example, 0.34 means a 34% yield). (1) The reactants are [F:1][C:2]1[CH:3]=[C:4]([CH:9]2[N:14]([C:15]([O:17]C3C=CC([N+]([O-])=O)=CC=3)=O)[C:13]([O:27][CH3:28])=[N:12][C:11]([CH2:29][CH3:30])=[C:10]2[C:31]([O:33][CH2:34][C:35]2[CH:40]=[CH:39][CH:38]=[CH:37][CH:36]=2)=[O:32])[CH:5]=[CH:6][C:7]=1[F:8]. The catalyst is C1COCC1. The product is [F:1][C:2]1[CH:3]=[C:4]([CH:9]2[N:14]([C:15]([NH:14][C@@H:9]([C:4]3[CH:5]=[CH:6][CH:7]=[CH:2][CH:3]=3)[CH3:10])=[O:17])[C:13]([O:27][CH3:28])=[N:12][C:11]([CH2:29][CH3:30])=[C:10]2[C:31]([O:33][CH2:34][C:35]2[CH:36]=[CH:37][CH:38]=[CH:39][CH:40]=2)=[O:32])[CH:5]=[CH:6][C:7]=1[F:8]. The yield is 0.600. (2) The reactants are [CH2:1]([O:3][C:4](=[O:12])[C:5]1[CH:10]=[CH:9][C:8](Br)=[CH:7][CH:6]=1)[CH3:2].[C:13](=[O:16])([O-])[O-].[Na+].[Na+]. The catalyst is C1(C)C=CC=CC=1. The product is [CH2:1]([O:3][C:4]([C:5]1[CH:10]=[CH:9][C:8]([C:5]2[CH:10]=[CH:9][CH:8]=[CH:7][C:6]=2[O:16][CH3:13])=[CH:7][CH:6]=1)=[O:12])[CH3:2]. The yield is 0.899.